Dataset: Full USPTO retrosynthesis dataset with 1.9M reactions from patents (1976-2016). Task: Predict the reactants needed to synthesize the given product. Given the product [F:20][C:19]1[C:10]([S:7]([NH:6][C:21]2[CH:26]=[CH:25][CH:24]=[C:23]([F:27])[N:22]=2)(=[O:8])=[O:9])=[CH:11][C:12]2[O:16][C:15](=[O:17])[N:14]([C@@H:72]([C:67]3[CH:68]=[CH:69][CH:70]=[CH:71][C:66]=3[I:65])[CH3:73])[C:13]=2[CH:18]=1, predict the reactants needed to synthesize it. The reactants are: COC1C=C(OC)C=CC=1C[N:6]([C:21]1[CH:26]=[CH:25][CH:24]=[C:23]([F:27])[N:22]=1)[S:7]([C:10]1[C:19]([F:20])=[CH:18][C:13]2[NH:14][C:15](=[O:17])[O:16][C:12]=2[CH:11]=1)(=[O:9])=[O:8].C1(P(C2C=CC=CC=2)C2C=CC=CC=2)C=CC=CC=1.CCOC(/N=N/C(OCC)=O)=O.[I:65][C:66]1[CH:71]=[CH:70][CH:69]=[CH:68][C:67]=1[C@@H:72](O)[CH3:73].